This data is from Peptide-MHC class I binding affinity with 185,985 pairs from IEDB/IMGT. The task is: Regression. Given a peptide amino acid sequence and an MHC pseudo amino acid sequence, predict their binding affinity value. This is MHC class I binding data. (1) The peptide sequence is DPNPQEVVL. The MHC is HLA-A69:01 with pseudo-sequence HLA-A69:01. The binding affinity (normalized) is 0.0847. (2) The peptide sequence is SPAIFQCSM. The MHC is HLA-B45:01 with pseudo-sequence HLA-B45:01. The binding affinity (normalized) is 0.